This data is from NCI-60 drug combinations with 297,098 pairs across 59 cell lines. The task is: Regression. Given two drug SMILES strings and cell line genomic features, predict the synergy score measuring deviation from expected non-interaction effect. (1) Drug 1: C1=CC(=CC=C1CCC2=CNC3=C2C(=O)NC(=N3)N)C(=O)NC(CCC(=O)O)C(=O)O. Drug 2: C1C(C(OC1N2C=C(C(=O)NC2=O)F)CO)O. Cell line: SF-268. Synergy scores: CSS=22.8, Synergy_ZIP=-13.2, Synergy_Bliss=-12.8, Synergy_Loewe=-9.48, Synergy_HSA=-6.70. (2) Drug 1: CC1C(C(CC(O1)OC2CC(OC(C2O)C)OC3=CC4=CC5=C(C(=O)C(C(C5)C(C(=O)C(C(C)O)O)OC)OC6CC(C(C(O6)C)O)OC7CC(C(C(O7)C)O)OC8CC(C(C(O8)C)O)(C)O)C(=C4C(=C3C)O)O)O)O. Drug 2: CNC(=O)C1=NC=CC(=C1)OC2=CC=C(C=C2)NC(=O)NC3=CC(=C(C=C3)Cl)C(F)(F)F. Cell line: A549. Synergy scores: CSS=19.3, Synergy_ZIP=5.51, Synergy_Bliss=9.83, Synergy_Loewe=-45.5, Synergy_HSA=-0.0605. (3) Drug 1: CNC(=O)C1=CC=CC=C1SC2=CC3=C(C=C2)C(=NN3)C=CC4=CC=CC=N4. Drug 2: C1=CC(=CC=C1CC(C(=O)O)N)N(CCCl)CCCl.Cl. Cell line: NCI/ADR-RES. Synergy scores: CSS=14.0, Synergy_ZIP=-1.90, Synergy_Bliss=0.647, Synergy_Loewe=-1.21, Synergy_HSA=-1.43. (4) Drug 1: CC1=C(C=C(C=C1)C(=O)NC2=CC(=CC(=C2)C(F)(F)F)N3C=C(N=C3)C)NC4=NC=CC(=N4)C5=CN=CC=C5. Drug 2: CC1CCCC2(C(O2)CC(NC(=O)CC(C(C(=O)C(C1O)C)(C)C)O)C(=CC3=CSC(=N3)C)C)C. Cell line: NCI-H460. Synergy scores: CSS=63.2, Synergy_ZIP=2.27, Synergy_Bliss=2.46, Synergy_Loewe=-25.5, Synergy_HSA=2.47.